From a dataset of Ames mutagenicity test results for genotoxicity prediction. Regression/Classification. Given a drug SMILES string, predict its toxicity properties. Task type varies by dataset: regression for continuous values (e.g., LD50, hERG inhibition percentage) or binary classification for toxic/non-toxic outcomes (e.g., AMES mutagenicity, cardiotoxicity, hepatotoxicity). Dataset: ames. (1) The drug is CCOC(=O)CNC(=O)C(C)Br. The result is 1 (mutagenic). (2) The drug is O=[N+]([O-])c1cc2cc3ccc4cccc5ccc(c2o1)c3c45. The result is 1 (mutagenic).